From a dataset of Full USPTO retrosynthesis dataset with 1.9M reactions from patents (1976-2016). Predict the reactants needed to synthesize the given product. (1) Given the product [F:25][C:19]1[CH:20]=[C:21]([NH:24][C:55]([C:52]2[C:53](=[O:54])[N:48]([C:45]3[CH:46]=[CH:47][C:42]([F:41])=[CH:43][CH:44]=3)[N:49]=[CH:50][CH:51]=2)=[O:56])[CH:22]=[CH:23][C:18]=1[O:17][C:16]1[CH:15]=[CH:14][N:13]=[C:12]2[N:8]([CH2:7][C:6]3[CH:5]=[CH:4][C:3]([O:2][CH3:1])=[CH:40][CH:39]=3)[N:9]=[C:10]([CH:26]3[CH2:27][CH2:28][N:29]([C:32]([O:34][C:35]([CH3:37])([CH3:36])[CH3:38])=[O:33])[CH2:30][CH2:31]3)[C:11]=12, predict the reactants needed to synthesize it. The reactants are: [CH3:1][O:2][C:3]1[CH:40]=[CH:39][C:6]([CH2:7][N:8]2[C:12]3=[N:13][CH:14]=[CH:15][C:16]([O:17][C:18]4[CH:23]=[CH:22][C:21]([NH2:24])=[CH:20][C:19]=4[F:25])=[C:11]3[C:10]([CH:26]3[CH2:31][CH2:30][N:29]([C:32]([O:34][C:35]([CH3:38])([CH3:37])[CH3:36])=[O:33])[CH2:28][CH2:27]3)=[N:9]2)=[CH:5][CH:4]=1.[F:41][C:42]1[CH:47]=[CH:46][C:45]([N:48]2[C:53](=[O:54])[C:52]([C:55](O)=[O:56])=[CH:51][CH:50]=[N:49]2)=[CH:44][CH:43]=1.Cl.C(N=C=NCCCN(C)C)C.N1(O)C2C=CC=CC=2N=N1.C(N(C(C)C)C(C)C)C. (2) Given the product [CH3:1][O:2][C:3]1[C:8]2[O:9][CH2:10][O:11][C:7]=2[CH:6]=[C:5]([CH:12]=[O:13])[CH:4]=1, predict the reactants needed to synthesize it. The reactants are: [CH3:1][O:2][C:3]1[C:8]2[O:9][CH2:10][O:11][C:7]=2[CH:6]=[C:5]([CH2:12][OH:13])[CH:4]=1.[Cr](Cl)([O-])(=O)=O.[NH+]1C=CC=CC=1.C(OCC)(=O)C.CCCCCC. (3) Given the product [OH:13][CH2:12]/[CH:11]=[CH:10]/[C@@H:9]([NH:8][C:6](=[O:7])[O:5][C:1]([CH3:4])([CH3:3])[CH3:2])[CH2:17][CH2:18][CH3:19], predict the reactants needed to synthesize it. The reactants are: [C:1]([O:5][C:6]([NH:8][C@@H:9]([CH2:17][CH2:18][CH3:19])/[CH:10]=[CH:11]/[C:12](OCC)=[O:13])=[O:7])([CH3:4])([CH3:3])[CH3:2].B(F)(F)F.CCOCC.CC(C[AlH]CC(C)C)C.C(C(C(C([O-])=O)O)O)([O-])=O.[Na+].[K+].